Dataset: Catalyst prediction with 721,799 reactions and 888 catalyst types from USPTO. Task: Predict which catalyst facilitates the given reaction. Reactant: [OH-:1].[Li+].C[O:4][C:5](=[O:30])[CH2:6][CH2:7][CH2:8][N:9]1[CH2:14][CH2:13][N:12]([CH2:15][CH2:16][CH2:17][CH2:18][N:19]2[C:27](=[O:28])[C:26]3[C:21](=[CH:22][CH:23]=[CH:24][CH:25]=3)[C:20]2=[O:29])[CH2:11][CH2:10]1. Product: [C:5]([CH2:6][CH2:7][CH2:8][N:9]1[CH2:14][CH2:13][N:12]([CH2:15][CH2:16][CH2:17][CH2:18][NH:19][C:27](=[O:28])[C:26]2[C:21](=[CH:22][CH:23]=[CH:24][CH:25]=2)[C:20]([OH:29])=[O:1])[CH2:11][CH2:10]1)([OH:4])=[O:30]. The catalyst class is: 7.